Dataset: Full USPTO retrosynthesis dataset with 1.9M reactions from patents (1976-2016). Task: Predict the reactants needed to synthesize the given product. (1) Given the product [CH:1]1[CH:2]=[C:3]([N:9]2[CH2:14][CH2:13][N:12]([CH2:15][CH2:16][CH2:17][CH2:18][O:19][C:20]3[CH:21]=[CH:22][C:23]4[CH2:30][CH2:29][C:27](=[O:28])[NH:26][C:24]=4[CH:25]=3)[CH2:11][CH2:10]2)[C:4]([Cl:8])=[C:5]([Cl:7])[CH:6]=1.[C:31]([OH:42])(=[O:41])[C:32]1[CH:40]=[CH:39][C:35]([C:36]([OH:38])=[O:37])=[CH:34][CH:33]=1, predict the reactants needed to synthesize it. The reactants are: [CH:1]1[CH:2]=[C:3]([N:9]2[CH2:14][CH2:13][N:12]([CH2:15][CH2:16][CH2:17][CH2:18][O:19][C:20]3[CH:21]=[CH:22][C:23]4[CH2:30][CH2:29][C:27](=[O:28])[NH:26][C:24]=4[CH:25]=3)[CH2:11][CH2:10]2)[C:4]([Cl:8])=[C:5]([Cl:7])[CH:6]=1.[C:31]([OH:42])(=[O:41])[C:32]1[CH:40]=[CH:39][C:35]([C:36]([OH:38])=[O:37])=[CH:34][CH:33]=1. (2) Given the product [O:30]1[C:29]2[CH:34]=[CH:35][C:26]([C@@H:23]3[C:24](=[O:25])[N:20]([C@@H:11]([C@H:12]([C:14]4[CH:15]=[CH:16][CH:17]=[CH:18][CH:19]=4)[CH3:13])[C:10]([NH:9][C:38]4[S:39][CH:40]=[C:41]([CH:43]([OH:46])[CH2:44][CH3:45])[N:42]=4)=[O:37])[C:21](=[O:36])[NH:22]3)=[CH:27][C:28]=2[O:33][CH2:32][CH2:31]1, predict the reactants needed to synthesize it. The reactants are: C(C1N=C([N:9]([C:38]2[S:39][CH:40]=[C:41]([C:43](=[O:46])[CH2:44][CH3:45])[N:42]=2)[C:10](=[O:37])[C@@H:11]([N:20]2[C:24](=[O:25])[C@@H:23]([C:26]3[CH:35]=[CH:34][C:29]4[O:30][CH2:31][CH2:32][O:33][C:28]=4[CH:27]=3)[NH:22][C:21]2=[O:36])[C@H:12]([C:14]2[CH:19]=[CH:18][CH:17]=[CH:16][CH:15]=2)[CH3:13])SC=1)(=O)C.CO.[BH4-].[Na+].P([O-])([O-])(O)=O.[K+].[K+]. (3) Given the product [CH3:11][O:12][CH2:13][O:7][C:6]1[CH:5]=[CH:4][CH:3]=[C:2]([CH3:8])[CH:1]=1, predict the reactants needed to synthesize it. The reactants are: [CH:1]1[C:6]([OH:7])=[CH:5][CH:4]=[CH:3][C:2]=1[CH3:8].[H-].[Na+].[CH3:11][O:12][CH2:13]Cl. (4) Given the product [OH:43][CH2:42][C:41]([NH:40][C:17]([C:10]1[C:11]2[CH2:12][C@H:13]3[CH2:16][C@H:14]3[C:15]=2[N:8]([C:5]2[N:6]=[N:7][C:2]([Cl:1])=[CH:3][CH:4]=2)[N:9]=1)=[O:19])([CH3:45])[CH3:44], predict the reactants needed to synthesize it. The reactants are: [Cl:1][C:2]1[N:7]=[N:6][C:5]([N:8]2[C:15]3[C@@H:14]4[CH2:16][C@@H:13]4[CH2:12][C:11]=3[C:10]([C:17]([OH:19])=O)=[N:9]2)=[CH:4][CH:3]=1.COC1N=NC(N2C3[C@@H]4C[C@@H]4CC=3C(C(O)=O)=N2)=CC=1.[NH2:40][C:41]([CH3:45])([CH3:44])[CH2:42][OH:43].C(N(CC)CC)C.CN(C(ON1N=NC2C=CC=NC1=2)=[N+](C)C)C.F[P-](F)(F)(F)(F)F. (5) Given the product [F:1][C:2]1[CH:7]=[CH:6][C:5]([C:8]2[C:17]([N:18]3[CH2:22][CH2:21][CH2:20][C@@H:19]3[CH3:23])=[N:16][C:15]3[C:10](=[CH:11][CH:12]=[C:13]([C:24]([OH:26])=[O:25])[CH:14]=3)[N:9]=2)=[CH:4][CH:3]=1, predict the reactants needed to synthesize it. The reactants are: [F:1][C:2]1[CH:7]=[CH:6][C:5]([C:8]2[C:17]([N:18]3[CH2:22][CH2:21][CH2:20][C@@H:19]3[CH3:23])=[N:16][C:15]3[C:10](=[CH:11][CH:12]=[C:13]([C:24]([O:26]CCCC)=[O:25])[CH:14]=3)[N:9]=2)=[CH:4][CH:3]=1.CO.[OH-].[Na+]. (6) Given the product [F:13][C:14]1[CH:15]=[C:16]([NH:21][C:22](=[O:23])[C:24]2[CH:25]=[C:26]([S:31](=[O:33])(=[O:32])[NH:5][S:2]([CH3:1])(=[O:4])=[O:3])[CH:27]=[CH:28][C:29]=2[F:30])[CH:17]=[CH:18][C:19]=1[F:20], predict the reactants needed to synthesize it. The reactants are: [CH3:1][S:2]([NH2:5])(=[O:4])=[O:3].CCN(CC)CC.[F:13][C:14]1[CH:15]=[C:16]([NH:21][C:22]([C:24]2[CH:25]=[C:26]([S:31](Cl)(=[O:33])=[O:32])[CH:27]=[CH:28][C:29]=2[F:30])=[O:23])[CH:17]=[CH:18][C:19]=1[F:20]. (7) Given the product [OH:1][CH2:2][C:3]1[CH:9]=[C:8]([CH3:10])[CH:7]=[CH:6][C:4]=1[NH:5][CH:14]=[C:15]([C:16]([O:18][CH2:19][CH3:20])=[O:17])[C:21]([O:23][CH2:24][CH3:25])=[O:22], predict the reactants needed to synthesize it. The reactants are: [OH:1][CH2:2][C:3]1[CH:9]=[C:8]([CH3:10])[CH:7]=[CH:6][C:4]=1[NH2:5].C(O[CH:14]=[C:15]([C:21]([O:23][CH2:24][CH3:25])=[O:22])[C:16]([O:18][CH2:19][CH3:20])=[O:17])C. (8) Given the product [Cl:1][C:2]1[C:10]([F:11])=[CH:9][CH:8]=[CH:7][C:3]=1[C:4]([NH:20][CH2:19][CH:18]([CH:15]1[CH2:16][CH2:17][O:12][CH2:13][CH2:14]1)[C:21]1[CH:22]=[N:23][C:24]([C:27]([F:30])([F:28])[F:29])=[CH:25][CH:26]=1)=[O:6], predict the reactants needed to synthesize it. The reactants are: [Cl:1][C:2]1[C:10]([F:11])=[CH:9][CH:8]=[CH:7][C:3]=1[C:4]([OH:6])=O.[O:12]1[CH2:17][CH2:16][CH:15]([CH:18]([C:21]2[CH:22]=[N:23][C:24]([C:27]([F:30])([F:29])[F:28])=[CH:25][CH:26]=2)[CH2:19][NH2:20])[CH2:14][CH2:13]1. (9) Given the product [CH3:8][C:7]1[CH:6]=[CH:5][C:4]([N:9]([Si:23]([CH3:25])([CH3:24])[CH3:22])[C:10](=[O:16])[O:11][C:12]([CH3:15])([CH3:14])[CH3:13])=[CH:3][C:2]=1[Si:23]([CH3:25])([CH3:24])[CH3:22], predict the reactants needed to synthesize it. The reactants are: Br[C:2]1[CH:3]=[C:4]([NH:9][C:10](=[O:16])[O:11][C:12]([CH3:15])([CH3:14])[CH3:13])[CH:5]=[CH:6][C:7]=1[CH3:8].[Li]CCCC.[CH3:22][Si:23](Cl)([CH3:25])[CH3:24]. (10) Given the product [C:19]1([CH:7]([C:1]2[CH:6]=[CH:5][CH:4]=[CH:3][CH:2]=2)[N:8]2[C:13](=[O:14])[CH:12]=[CH:11][C:10]([C:15]([OH:17])=[O:16])=[CH:9]2)[CH:20]=[CH:21][CH:22]=[CH:23][CH:24]=1, predict the reactants needed to synthesize it. The reactants are: [C:1]1([CH:7]([C:19]2[CH:24]=[CH:23][CH:22]=[CH:21][CH:20]=2)[N:8]2[C:13](=[O:14])[CH:12]=[CH:11][C:10]([C:15]([O:17]C)=[O:16])=[CH:9]2)[CH:6]=[CH:5][CH:4]=[CH:3][CH:2]=1.C1COCC1.CO.[OH-].[Na+].